This data is from Reaction yield outcomes from USPTO patents with 853,638 reactions. The task is: Predict the reaction yield, written as a fraction of the theoretical maximum amount of product (1.0 means a 100% yield; for example, 0.34 means a 34% yield). (1) The reactants are [Cl:1][C:2]1[CH:3]=[C:4]2[C:9](=[CH:10][CH:11]=1)[NH:8][C:7](=[O:12])[CH2:6][CH2:5]2.[H-].[Na+].Br[CH2:16][CH2:17][CH2:18]Cl.[CH2:20]([CH:24]1[CH2:29][CH2:28][NH:27][CH2:26][CH2:25]1)[CH2:21][CH2:22][CH3:23].C([O-])([O-])=O.[K+].[K+]. The catalyst is CN(C=O)C. The product is [CH2:20]([CH:24]1[CH2:29][CH2:28][N:27]([CH2:16][CH2:17][CH2:18][N:8]2[C:9]3[C:4](=[CH:3][C:2]([Cl:1])=[CH:11][CH:10]=3)[CH2:5][CH2:6][C:7]2=[O:12])[CH2:26][CH2:25]1)[CH2:21][CH2:22][CH3:23]. The yield is 0.240. (2) The reactants are [NH:1]1[CH:5]=[C:4]([CH2:6][CH2:7][NH:8][C:9](=[O:24])[NH:10][CH:11]([CH2:15][C:16]2[CH:21]=[CH:20][C:19]([O:22][CH3:23])=[CH:18][CH:17]=2)[C:12]([OH:14])=O)[N:3]=[CH:2]1.FC(F)(F)C(O)=O.[CH2:32]([O:36][C:37]1([CH:43]2[CH2:48][CH2:47][CH2:46][CH2:45][CH2:44]2)[CH2:42][CH2:41][NH:40][CH2:39][CH2:38]1)[CH2:33][CH2:34][CH3:35].C(Cl)CCl.C1C=CC2N(O)N=NC=2C=1.C(O)(=O)CC(CC(O)=O)(C(O)=O)O. The catalyst is CN(C=O)C. The product is [CH2:32]([O:36][C:37]1([CH:43]2[CH2:48][CH2:47][CH2:46][CH2:45][CH2:44]2)[CH2:38][CH2:39][N:40]([C:12](=[O:14])[CH:11]([NH:10][C:9]([NH:8][CH2:7][CH2:6][C:4]2[N:3]=[CH:2][NH:1][CH:5]=2)=[O:24])[CH2:15][C:16]2[CH:21]=[CH:20][C:19]([O:22][CH3:23])=[CH:18][CH:17]=2)[CH2:41][CH2:42]1)[CH2:33][CH2:34][CH3:35]. The yield is 0.220.